This data is from Catalyst prediction with 721,799 reactions and 888 catalyst types from USPTO. The task is: Predict which catalyst facilitates the given reaction. (1) Reactant: [CH3:1][N:2]([CH3:8])[CH:3]1[CH2:7][CH2:6][NH:5][CH2:4]1.Cl[C:10]1[N:15]=[C:14]([O:16][CH3:17])[C:13]([N+:18]([O-:20])=[O:19])=[C:12]([O:21][CH3:22])[N:11]=1. Product: [CH3:17][O:16][C:14]1[C:13]([N+:18]([O-:20])=[O:19])=[C:12]([O:21][CH3:22])[N:11]=[C:10]([N:5]2[CH2:6][CH2:7][CH:3]([N:2]([CH3:8])[CH3:1])[CH2:4]2)[N:15]=1. The catalyst class is: 8. (2) Reactant: [Br:1][C:2]1[CH:3]=[N:4][CH:5]=[CH:6][C:7]=1Cl.[CH:9]1([CH2:12][OH:13])[CH2:11][CH2:10]1.[H-].[Na+]. The catalyst class is: 3. Product: [Br:1][C:2]1[CH:3]=[N:4][CH:5]=[CH:6][C:7]=1[O:13][CH2:12][CH:9]1[CH2:11][CH2:10]1. (3) Reactant: C(OC([N:8]1[CH2:12][C@@H:11]([CH2:13][N:14]([CH:31]([CH3:33])[CH3:32])[C:15](=[O:30])[C:16]2[CH:21]=[CH:20][C:19]([O:22][CH3:23])=[C:18]([O:24][CH2:25][CH2:26][CH2:27][O:28][CH3:29])[CH:17]=2)[C@H:10]([NH2:34])[CH2:9]1)=O)(C)(C)C.[CH2:35]([N:42]([CH3:47])[C:43](=[O:46])[CH2:44]Cl)[C:36]1[CH:41]=[CH:40][CH:39]=[CH:38][CH:37]=1.CC#N.O. Product: [CH2:35]([N:42]([CH3:47])[C:43]([CH2:44][NH:34][C@@H:10]1[CH2:9][NH:8][CH2:12][C@H:11]1[CH2:13][N:14]([CH:31]([CH3:32])[CH3:33])[C:15](=[O:30])[C:16]1[CH:21]=[CH:20][C:19]([O:22][CH3:23])=[C:18]([O:24][CH2:25][CH2:26][CH2:27][O:28][CH3:29])[CH:17]=1)=[O:46])[C:36]1[CH:41]=[CH:40][CH:39]=[CH:38][CH:37]=1. The catalyst class is: 23. (4) Reactant: [CH2:1]([NH:3][C:4]([C@@H:6]1[C@H:10]2[O:11]C(C)(C)[O:13][C@H:9]2[C@H:8]([N:16]2[CH:24]=[N:23][C:22]3[C:17]2=[N:18][C:19]([C:40]([NH:42][CH2:43][CH2:44][NH:45][C:46]([NH:48][CH:49]2[CH2:54][CH2:53][N:52]([C:55]4[CH:60]=[CH:59][CH:58]=[CH:57][N:56]=4)[CH2:51][CH2:50]2)=[O:47])=[O:41])=[N:20][C:21]=3[NH:25][CH2:26][CH:27]([C:34]2[CH:39]=[CH:38][CH:37]=[CH:36][CH:35]=2)[C:28]2[CH:33]=[CH:32][CH:31]=[CH:30][CH:29]=2)[O:7]1)=[O:5])[CH3:2].Cl.C(=O)(O)[O-].[Na+]. Product: [C:28]1([CH:27]([C:34]2[CH:39]=[CH:38][CH:37]=[CH:36][CH:35]=2)[CH2:26][NH:25][C:21]2[N:20]=[C:19]([C:40]([NH:42][CH2:43][CH2:44][NH:45][C:46]([NH:48][CH:49]3[CH2:54][CH2:53][N:52]([C:55]4[CH:60]=[CH:59][CH:58]=[CH:57][N:56]=4)[CH2:51][CH2:50]3)=[O:47])=[O:41])[N:18]=[C:17]3[C:22]=2[N:23]=[CH:24][N:16]3[C@H:8]2[C@H:9]([OH:13])[C@H:10]([OH:11])[C@@H:6]([C:4]([NH:3][CH2:1][CH3:2])=[O:5])[O:7]2)[CH:29]=[CH:30][CH:31]=[CH:32][CH:33]=1. The catalyst class is: 8. (5) Reactant: [Br:1][C:2]1[CH:3]=[C:4]2[C:8](=[CH:9][CH:10]=1)[NH:7][C:6]([C:11]([NH2:13])=O)=[CH:5]2.P(Cl)(Cl)(Cl)=O.C([O-])(O)=O.[Na+]. Product: [Br:1][C:2]1[CH:3]=[C:4]2[C:8](=[CH:9][CH:10]=1)[NH:7][C:6]([C:11]#[N:13])=[CH:5]2. The catalyst class is: 11. (6) Reactant: P(Cl)(Cl)(Cl)=O.[NH:6]1[C:14]2[C:9](=[CH:10][CH:11]=[CH:12][N:13]=2)[CH:8]=[CH:7]1.[C:15](=O)(O)[O-:16].[Na+]. Product: [NH:6]1[C:14]2[C:9](=[CH:10][CH:11]=[CH:12][N:13]=2)[C:8]([CH:15]=[O:16])=[CH:7]1. The catalyst class is: 3. (7) Reactant: [CH3:1][N:2]1[C:7]2[NH:8][C:9]([CH3:13])=[CH:10][C:11](=O)[C:6]=2[C:5](=[O:14])[N:4]([CH2:15][CH2:16][CH2:17][CH2:18][C@H:19]([N:21]([CH3:23])[CH3:22])[CH3:20])[C:3]1=[O:24].[N:25]1[CH:30]=CC=C[CH:26]=1.FC(F)(F)S(OS(C(F)(F)F)(=O)=O)(=O)=O. Product: [CH3:1][N:2]1[C:7]2[N:8]=[C:9]([CH3:13])[CH:10]=[C:11]([N:25]([CH3:30])[CH3:26])[C:6]=2[C:5](=[O:14])[N:4]([CH2:15][CH2:16][CH2:17][CH2:18][C@H:19]([N:21]([CH3:23])[CH3:22])[CH3:20])[C:3]1=[O:24]. The catalyst class is: 4.